Dataset: Forward reaction prediction with 1.9M reactions from USPTO patents (1976-2016). Task: Predict the product of the given reaction. (1) Given the reactants [CH2:1]1[O:5][C:4]2[CH:6]=[C:7]([OH:10])[CH:8]=[CH:9][C:3]=2[O:2]1.C([Mg]Cl)(C)C.[C:16]1([CH:22]([C:34]2[CH:39]=[CH:38][CH:37]=[CH:36][CH:35]=2)[N:23]2[C:31]3[C:26](=[CH:27][CH:28]=[CH:29][CH:30]=3)[C:25](=[O:32])[C:24]2=[O:33])[CH:21]=[CH:20][CH:19]=[CH:18][CH:17]=1, predict the reaction product. The product is: [C:34]1([CH:22]([C:16]2[CH:21]=[CH:20][CH:19]=[CH:18][CH:17]=2)[N:23]2[C:31]3[C:26](=[CH:27][CH:28]=[CH:29][CH:30]=3)[C:25]([OH:32])([C:8]3[C:7]([OH:10])=[CH:6][C:4]4[O:5][CH2:1][O:2][C:3]=4[CH:9]=3)[C:24]2=[O:33])[CH:35]=[CH:36][CH:37]=[CH:38][CH:39]=1. (2) Given the reactants [F:1][C:2]1[CH:25]=[CH:24][C:5]([CH2:6][NH:7][C:8]([C:10]2[N:11]=[C:12]3[C:21]([CH3:23])([CH3:22])[NH:20][CH2:19][CH2:18][N:13]3[C:14](=[O:17])[C:15]=2[OH:16])=[O:9])=[CH:4][CH:3]=1.C([O-])([O-])=O.[K+].[K+].[CH2:32](Cl)[C:33]1[CH:38]=[CH:37][CH:36]=[CH:35][CH:34]=1, predict the reaction product. The product is: [CH2:32]([O:16][C:15]1[C:14](=[O:17])[N:13]2[CH2:18][CH2:19][NH:20][C:21]([CH3:22])([CH3:23])[C:12]2=[N:11][C:10]=1[C:8]([NH:7][CH2:6][C:5]1[CH:4]=[CH:3][C:2]([F:1])=[CH:25][CH:24]=1)=[O:9])[C:33]1[CH:38]=[CH:37][CH:36]=[CH:35][CH:34]=1.